Dataset: Catalyst prediction with 721,799 reactions and 888 catalyst types from USPTO. Task: Predict which catalyst facilitates the given reaction. (1) Reactant: [Cl:1][C:2]1[CH:25]=[CH:24][C:5]([CH2:6][C:7]2[N:8]=[C:9]([C:18]3[CH:23]=[CH:22][N:21]=[CH:20][CH:19]=3)[S:10][C:11]=2[C:12](N(OC)C)=[O:13])=[CH:4][CH:3]=1.[Li]C.[CH3:28]COCC. Product: [Cl:1][C:2]1[CH:25]=[CH:24][C:5]([CH2:6][C:7]2[N:8]=[C:9]([C:18]3[CH:19]=[CH:20][N:21]=[CH:22][CH:23]=3)[S:10][C:11]=2[C:12](=[O:13])[CH3:28])=[CH:4][CH:3]=1. The catalyst class is: 1. (2) Product: [NH2:9][C:10]1[N:11](/[C:7](=[N:6]/[CH:1]2[CH2:5][CH2:4][CH2:3][CH2:2]2)/[C:8]([C:17]2[CH:22]=[CH:21][C:20]([O:23][CH3:24])=[CH:19][C:18]=2[F:25])=[O:26])[N:12]=[CH:13][C:14]=1[C:15]#[N:16]. Reactant: [CH:1]1([NH:6][C:7]2[N:11]3[N:12]=[CH:13][C:14]([C:15]#[N:16])=[C:10]3[NH:9][C:8]=2[C:17]2[CH:22]=[CH:21][C:20]([O:23][CH3:24])=[CH:19][C:18]=2[F:25])[CH2:5][CH2:4][CH2:3][CH2:2]1.[OH2:26]. The catalyst class is: 16. (3) Reactant: [CH2:1]([O:3][CH2:4][C:5](Cl)=O)[CH3:2].[NH2:8][C:9]1[CH:10]=[N:11][C:12]2[C:17]([C:18]=1[NH:19][CH2:20][C:21]1([OH:27])[CH2:26][CH2:25][CH2:24][CH2:23][CH2:22]1)=[N:16][CH:15]=[CH:14][CH:13]=2.[OH-].[Na+]. Product: [CH2:1]([O:3][CH2:4][C:5]1[N:19]([CH2:20][C:21]2([OH:27])[CH2:26][CH2:25][CH2:24][CH2:23][CH2:22]2)[C:18]2[C:17]3[N:16]=[CH:15][CH:14]=[CH:13][C:12]=3[N:11]=[CH:10][C:9]=2[N:8]=1)[CH3:2]. The catalyst class is: 4. (4) Reactant: [Br:1][C:2]1[CH:3]=[CH:4][C:5]([NH:12][C:13](=[O:21])[CH2:14][C:15]2[CH:20]=[CH:19][CH:18]=[CH:17][N:16]=2)=[C:6]([CH:11]=1)[C:7]([O:9]C)=O.CO[Na]. Product: [Br:1][C:2]1[CH:11]=[C:6]2[C:5](=[CH:4][CH:3]=1)[NH:12][C:13](=[O:21])[CH:14]([C:15]1[CH:20]=[CH:19][CH:18]=[CH:17][N:16]=1)[C:7]2=[O:9]. The catalyst class is: 83. (5) Product: [Br:1][C:2]1[CH:9]=[C:8]([F:10])[CH:7]=[C:6]([N:11]2[CH2:22][CH2:21][N:20]3[C:13](=[CH:14][C:15]4[CH2:16][C:17]([CH3:23])([CH3:24])[CH2:18][C:19]=43)[C:12]2=[O:25])[C:3]=1[C:4]([OH:30])=[O:5]. Reactant: [Br:1][C:2]1[CH:9]=[C:8]([F:10])[CH:7]=[C:6]([N:11]2[CH2:22][CH2:21][N:20]3[C:13](=[CH:14][C:15]4[CH2:16][C:17]([CH3:24])([CH3:23])[CH2:18][C:19]=43)[C:12]2=[O:25])[C:3]=1[CH:4]=[O:5].C([OH:30])(C)(C)C.CC(=CC)C.[O-]Cl=O.[Na+]. The catalyst class is: 229. (6) Reactant: [F:1][C:2]1[C:7]([O:8][CH3:9])=[CH:6][CH:5]=[CH:4][C:3]=1[C:10]1[N:15]([CH2:16][CH2:17][C:18]2[CH:23]=[CH:22][CH:21]=[CH:20][CH:19]=2)[C:14](=[O:24])[CH:13]=[C:12]([CH3:25])[N:11]=1.[Br:26]Br.C(OCC)(=O)C. Product: [Br:26][C:13]1[C:14](=[O:24])[N:15]([CH2:16][CH2:17][C:18]2[CH:23]=[CH:22][CH:21]=[CH:20][CH:19]=2)[C:10]([C:3]2[CH:4]=[CH:5][CH:6]=[C:7]([O:8][CH3:9])[C:2]=2[F:1])=[N:11][C:12]=1[CH3:25]. The catalyst class is: 15. (7) Reactant: [N:1]1[CH:6]=[CH:5][CH:4]=[CH:3][C:2]=1[CH2:7][CH2:8][C:9]([NH2:11])=[O:10].[Cl:12][CH2:13][C:14](=[O:16])[CH3:15].C(OCC)(=O)C. Product: [Cl-:12].[NH2:11][C:9](=[O:10])[CH2:8][CH2:7][C:2]1[CH:3]=[CH:4][CH:5]=[CH:6][N+:1]=1[CH2:13][C:14](=[O:16])[CH3:15]. The catalyst class is: 21.